Task: Predict the reactants needed to synthesize the given product.. Dataset: Full USPTO retrosynthesis dataset with 1.9M reactions from patents (1976-2016) Given the product [OH:35][C:29]1([C:23]2[CH:28]=[CH:27][CH:26]=[CH:25][CH:24]=2)[CH2:34][CH2:33][N:32]([CH2:11][CH2:10][CH2:9][N:8]2[C:2](=[O:1])[CH2:3][CH2:4][N:5]([C:13]3[CH:18]=[CH:17][CH:16]=[C:15]([C:19]([F:22])([F:21])[F:20])[CH:14]=3)[CH2:6][CH2:7]2)[CH2:31][CH2:30]1, predict the reactants needed to synthesize it. The reactants are: [O:1]=[C:2]1[N:8]([CH2:9][CH2:10][CH:11]=O)[CH2:7][CH2:6][N:5]([C:13]2[CH:18]=[CH:17][CH:16]=[C:15]([C:19]([F:22])([F:21])[F:20])[CH:14]=2)[CH2:4][CH2:3]1.[C:23]1([C:29]2([OH:35])[CH2:34][CH2:33][NH:32][CH2:31][CH2:30]2)[CH:28]=[CH:27][CH:26]=[CH:25][CH:24]=1.B.N1C=CC=CC=1.CC(O)=O.